From a dataset of Full USPTO retrosynthesis dataset with 1.9M reactions from patents (1976-2016). Predict the reactants needed to synthesize the given product. Given the product [CH3:2][O:3][C:4]([CH3:13])([CH3:12])[C@@H:5]([C:7]([N:9]([CH3:10])[CH3:11])=[O:8])[NH:6][C:22]1[CH2:26][S:25][C:24](=[O:27])[N:23]=1, predict the reactants needed to synthesize it. The reactants are: Cl.[CH3:2][O:3][C:4]([CH3:13])([CH3:12])[C@@H:5]([C:7]([N:9]([CH3:11])[CH3:10])=[O:8])[NH2:6].C(N(CC)CC)C.S=[C:22]1[CH2:26][S:25][C:24](=[O:27])[NH:23]1.